This data is from Reaction yield outcomes from USPTO patents with 853,638 reactions. The task is: Predict the reaction yield, written as a fraction of the theoretical maximum amount of product (1.0 means a 100% yield; for example, 0.34 means a 34% yield). (1) The reactants are [NH2:1][C:2]1[CH:6]=[C:5]([C:7]2[CH:12]=[CH:11][N:10]=[CH:9][CH:8]=2)[S:4][C:3]=1[C:13]([O:15][CH3:16])=[O:14].[H-].[Na+].I[CH2:20][CH2:21][CH2:22][CH3:23].C(=O)([O-])O.[Na+]. The catalyst is CN(C=O)C.C1COCC1.C(OCC)(=O)C.O. The product is [CH2:20]([NH:1][C:2]1[CH:6]=[C:5]([C:7]2[CH:8]=[CH:9][N:10]=[CH:11][CH:12]=2)[S:4][C:3]=1[C:13]([O:15][CH3:16])=[O:14])[CH2:21][CH2:22][CH3:23]. The yield is 0.320. (2) The reactants are Br[C:2]1[C:10]2[O:9][CH2:8][CH:7]([C:11]3[CH:16]=[CH:15][C:14]([CH:17]([CH3:19])[CH3:18])=[CH:13][CH:12]=3)[C:6]=2[C:5]([CH3:20])=[C:4]([NH:21][C:22](=[O:28])[CH2:23][C:24]([CH3:27])([CH3:26])[CH3:25])[C:3]=1[CH3:29].[Cu](C#N)[C:31]#[N:32].N. The catalyst is CS(C)=O. The product is [C:31]([C:2]1[C:10]2[O:9][CH2:8][CH:7]([C:11]3[CH:12]=[CH:13][C:14]([CH:17]([CH3:19])[CH3:18])=[CH:15][CH:16]=3)[C:6]=2[C:5]([CH3:20])=[C:4]([NH:21][C:22](=[O:28])[CH2:23][C:24]([CH3:26])([CH3:25])[CH3:27])[C:3]=1[CH3:29])#[N:32]. The yield is 0.820.